From a dataset of Reaction yield outcomes from USPTO patents with 853,638 reactions. Predict the reaction yield, written as a fraction of the theoretical maximum amount of product (1.0 means a 100% yield; for example, 0.34 means a 34% yield). (1) The reactants are [CH:1]1([CH2:4][C:5](=O)[CH3:6])[CH2:3][CH2:2]1.[NH3:8].[Cl-].[NH4+:10].[C-:11]#N.[K+]. The catalyst is C(O)C. The product is [NH2:8][C:5]([CH3:6])([CH2:4][CH:1]1[CH2:3][CH2:2]1)[C:11]#[N:10]. The yield is 0.630. (2) The reactants are [Cl:1][C:2]1[CH:7]=[CH:6][C:5]([O:8][CH3:9])=[C:4](I)[CH:3]=1.[Br:11][C:12]1[C:13]([NH2:19])=[N:14][CH:15]=[C:16]([CH3:18])[CH:17]=1. The catalyst is CCOCC.C1C=CC(/C=C/C(/C=C/C2C=CC=CC=2)=O)=CC=1.C1C=CC(/C=C/C(/C=C/C2C=CC=CC=2)=O)=CC=1.C1C=CC(/C=C/C(/C=C/C2C=CC=CC=2)=O)=CC=1.[Pd].[Pd].CC1(C)C2C(=C(P(C3C=CC=CC=3)C3C=CC=CC=3)C=CC=2)OC2C(P(C3C=CC=CC=3)C3C=CC=CC=3)=CC=CC1=2. The product is [Br:11][C:12]1[C:13]([NH:19][C:4]2[CH:3]=[C:2]([Cl:1])[CH:7]=[CH:6][C:5]=2[O:8][CH3:9])=[N:14][CH:15]=[C:16]([CH3:18])[CH:17]=1. The yield is 0.840. (3) The reactants are ClC1C(C2C=C3C(=CC=2)NN=C3)=CC=CN=1.[F:17][C:18]1[CH:23]=[CH:22][C:21](B(O)O)=[CH:20][C:19]=1[CH3:27].Br[C:29]1[C:34]([Cl:35])=[CH:33][CH:32]=[CH:31][N:30]=1.C([O-])([O-])=O.[Na+].[Na+]. The catalyst is O1CCOCC1.C1C=CC([P]([Pd]([P](C2C=CC=CC=2)(C2C=CC=CC=2)C2C=CC=CC=2)([P](C2C=CC=CC=2)(C2C=CC=CC=2)C2C=CC=CC=2)[P](C2C=CC=CC=2)(C2C=CC=CC=2)C2C=CC=CC=2)(C2C=CC=CC=2)C2C=CC=CC=2)=CC=1. The product is [Cl:35][C:34]1[C:29]([C:21]2[CH:22]=[CH:23][C:18]([F:17])=[C:19]([CH3:27])[CH:20]=2)=[N:30][CH:31]=[CH:32][CH:33]=1. The yield is 0.540. (4) The reactants are [Cl:1][C:2]1[C:3]([N:9]=[C:10]=S)=[N:4][CH:5]=[C:6]([Cl:8])[CH:7]=1.Cl.Cl.[NH2:14][CH2:15][C@@:16]1([OH:23])[C@H:21]2[CH2:22][N:18]([CH2:19][CH2:20]2)[CH2:17]1.C(=O)([O-])[O-].[Cs+].[Cs+].C(N=C=NC(C)C)(C)C. The yield is 0.480. The catalyst is CN(C)C=O.O.C(Cl)(Cl)Cl. The product is [Cl:1][C:2]1[C:3]([NH:9][C:10]2[O:23][C@@:16]3([C@H:21]4[CH2:22][N:18]([CH2:19][CH2:20]4)[CH2:17]3)[CH2:15][N:14]=2)=[N:4][CH:5]=[C:6]([Cl:8])[CH:7]=1.